Binary Classification. Given a drug SMILES string, predict its activity (active/inactive) in a high-throughput screening assay against a specified biological target. From a dataset of Serine/threonine kinase 33 screen with 319,792 compounds. (1) The drug is Oc1c(C(=O)N\N=C\c2c(n(nc2C)Cc2ccccc2)C)cccc1. The result is 0 (inactive). (2) The compound is O=C1N(c2c(N(C3CCCC3)C(C1)c1ccccc1)nc(nc2)Nc1c(OC)cc(C(=O)NC2CCN(CC2)C)cc1)CC. The result is 1 (active). (3) The drug is O1c2c(OC1)cc([N+]([O-])=O)c(c2)/C=N\NC(=O)c1nonc1N. The result is 0 (inactive).